From a dataset of Catalyst prediction with 721,799 reactions and 888 catalyst types from USPTO. Predict which catalyst facilitates the given reaction. (1) Reactant: [C:1]([O:5][C:6]([NH:8][C@H:9]([C:13]([CH3:17])([S:15][CH3:16])[CH3:14])[C:10]([OH:12])=O)=[O:7])([CH3:4])([CH3:3])[CH3:2].C1C=CC2N(O)N=NC=2C=1.CCN=C=NCCCN(C)C.Cl.Cl.[CH3:41][C:42]1[N:46]2[C:47](=[O:56])[N:48]([CH:50]3[CH2:55][CH2:54][NH:53][CH2:52][CH2:51]3)[CH2:49][C:45]2=[CH:44][N:43]=1.C1CCN2C(=NCCC2)CC1. Product: [CH3:14][C:13]([S:15][CH3:16])([CH3:17])[C@@H:9]([NH:8][C:6](=[O:7])[O:5][C:1]([CH3:2])([CH3:3])[CH3:4])[C:10]([N:53]1[CH2:52][CH2:51][CH:50]([N:48]2[CH2:49][C:45]3=[CH:44][N:43]=[C:42]([CH3:41])[N:46]3[C:47]2=[O:56])[CH2:55][CH2:54]1)=[O:12]. The catalyst class is: 556. (2) The catalyst class is: 10. Product: [OH:9][C:10]1[CH:15]=[CH:14][N:13]=[C:12]([C:16]2[CH:17]=[N:18][N:19]3[CH:24]=[CH:23][C:22]([C:25]#[N:26])=[CH:21][C:20]=23)[N:11]=1. Reactant: Cl[Si](C)(C)C.[I-].[Na+].C[O:9][C:10]1[CH:15]=[CH:14][N:13]=[C:12]([C:16]2[CH:17]=[N:18][N:19]3[CH:24]=[CH:23][C:22]([C:25]#[N:26])=[CH:21][C:20]=23)[N:11]=1. (3) Reactant: [Cl:1][C:2]1[CH:11]=[C:10]2[C:5]([CH2:6][CH2:7][CH2:8][N:9]2[C:12]2[C:16]3[CH2:17][N:18]([C:21](=[O:23])[CH3:22])[CH2:19][CH2:20][C:15]=3[N:14]([CH:24]3[CH2:29][CH2:28][O:27][CH2:26][CH2:25]3)[N:13]=2)=[CH:4][CH:3]=1.[Br:30]N1C(=O)CCC1=O. Product: [Br:30][C:3]1[CH:4]=[C:5]2[C:10](=[CH:11][C:2]=1[Cl:1])[N:9]([C:12]1[C:16]3[CH2:17][N:18]([C:21](=[O:23])[CH3:22])[CH2:19][CH2:20][C:15]=3[N:14]([CH:24]3[CH2:29][CH2:28][O:27][CH2:26][CH2:25]3)[N:13]=1)[CH2:8][CH2:7][CH2:6]2. The catalyst class is: 2. (4) Reactant: Br[C:2]1[CH:3]=[C:4]([CH:7]=[CH:8][CH:9]=1)[CH:5]=[O:6].[C:10]([C:14]1[CH:19]=[CH:18][C:17](B(O)O)=[CH:16][CH:15]=1)([CH3:13])([CH3:12])[CH3:11].O.O1CCOCC1.C([O-])([O-])=O.[K+].[K+]. Product: [C:10]([C:14]1[CH:19]=[CH:18][C:17]([C:2]2[CH:9]=[CH:8][CH:7]=[C:4]([CH:5]=[O:6])[CH:3]=2)=[CH:16][CH:15]=1)([CH3:13])([CH3:12])[CH3:11]. The catalyst class is: 518. (5) Product: [C:1]([O:5][C:6](=[O:28])[NH:7][CH2:8][C:9]1[CH:14]=[CH:13][CH:12]=[C:11]([O:15][C:16]2[CH:21]=[CH:20][CH:19]=[C:18]([C:22]#[CH:23])[CH:17]=2)[CH:10]=1)([CH3:4])([CH3:3])[CH3:2]. The catalyst class is: 237. Reactant: [C:1]([O:5][C:6](=[O:28])[NH:7][CH2:8][C:9]1[CH:14]=[CH:13][CH:12]=[C:11]([O:15][C:16]2[CH:21]=[CH:20][CH:19]=[C:18]([C:22]#[C:23][Si](C)(C)C)[CH:17]=2)[CH:10]=1)([CH3:4])([CH3:3])[CH3:2].C(=O)([O-])[O-].[K+].[K+].CO.